Dataset: Reaction yield outcomes from USPTO patents with 853,638 reactions. Task: Predict the reaction yield, written as a fraction of the theoretical maximum amount of product (1.0 means a 100% yield; for example, 0.34 means a 34% yield). (1) The reactants are [C:1]1([C:11]2[CH:16]=[CH:15][CH:14]=[CH:13][CH:12]=2)[CH:6]=[CH:5][C:4]([CH2:7][C:8]([OH:10])=O)=[CH:3][CH:2]=1.C(N(C(C)C)CC)(C)C.F[P-](F)(F)(F)(F)F.N1C2C=CC=C(O[P+](N3CCCC3)(N3CCCC3)N3CCCC3)C=2N=N1.C1CN([P+](ON2N=NC3C=CC=CC2=3)(N2CCCC2)N2CCCC2)CC1.F[P-](F)(F)(F)(F)F.Cl.[CH2:93]([O:100][C:101]1[CH:102]=[C:103]([CH:106]=[CH:107][CH:108]=1)[CH2:104][NH2:105])[C:94]1[CH:99]=[CH:98][CH:97]=[CH:96][CH:95]=1.Cl. The catalyst is CN(C)C=O.O. The product is [CH2:93]([O:100][C:101]1[CH:102]=[C:103]([CH:106]=[CH:107][CH:108]=1)[CH2:104][NH:105][C:8](=[O:10])[CH2:7][C:4]1[CH:3]=[CH:2][C:1]([C:11]2[CH:16]=[CH:15][CH:14]=[CH:13][CH:12]=2)=[CH:6][CH:5]=1)[C:94]1[CH:95]=[CH:96][CH:97]=[CH:98][CH:99]=1. The yield is 0.620. (2) The reactants are [Cl:1][CH2:2][CH2:3][CH2:4]Br.[NH:6]1[CH2:11][CH2:10][O:9][CH2:8][CH2:7]1.C(=O)([O-])[O-].[Na+].[Na+]. The catalyst is O1CCCC1. The product is [Cl:1][CH2:2][CH2:3][CH2:4][N:6]1[CH2:11][CH2:10][O:9][CH2:8][CH2:7]1. The yield is 0.420. (3) The reactants are [C:1]([N:4]1[CH2:9][CH2:8][CH:7]([C:10]([N:12]([CH2:21][CH2:22][CH2:23][N:24]2[CH2:29][CH2:28][CH:27]([NH:30][C:31]3[CH:40]=[CH:39][C:34]([C:35]([O:37]C)=[O:36])=[CH:33][CH:32]=3)[CH2:26][CH2:25]2)[C:13]2[CH:18]=[CH:17][C:16]([Cl:19])=[C:15]([Cl:20])[CH:14]=2)=[O:11])[CH2:6][CH2:5]1)(=[O:3])[CH3:2].[OH-].[Na+].Cl. The catalyst is C(O)C. The product is [C:1]([N:4]1[CH2:9][CH2:8][CH:7]([C:10]([N:12]([CH2:21][CH2:22][CH2:23][N:24]2[CH2:25][CH2:26][CH:27]([NH:30][C:31]3[CH:32]=[CH:33][C:34]([C:35]([OH:37])=[O:36])=[CH:39][CH:40]=3)[CH2:28][CH2:29]2)[C:13]2[CH:18]=[CH:17][C:16]([Cl:19])=[C:15]([Cl:20])[CH:14]=2)=[O:11])[CH2:6][CH2:5]1)(=[O:3])[CH3:2]. The yield is 0.550. (4) The reactants are [Br:1][C:2]1[CH:3]=[N:4][C:5](I)=[N:6][CH:7]=1.[CH:9]1([Mg]Br)[CH2:11][CH2:10]1. The catalyst is O1CCCC1.O.C1C=CC([P]([Pd]([P](C2C=CC=CC=2)(C2C=CC=CC=2)C2C=CC=CC=2)([P](C2C=CC=CC=2)(C2C=CC=CC=2)C2C=CC=CC=2)[P](C2C=CC=CC=2)(C2C=CC=CC=2)C2C=CC=CC=2)(C2C=CC=CC=2)C2C=CC=CC=2)=CC=1. The product is [Br:1][C:2]1[CH:3]=[N:4][C:5]([CH:9]2[CH2:11][CH2:10]2)=[N:6][CH:7]=1. The yield is 0.350. (5) The reactants are Cl[C:2]1[N:7]=[C:6]([NH:8][C:9]2[CH:10]=[C:11]3[C:16](=[CH:17][CH:18]=2)[N:15]=[CH:14][CH:13]=[CH:12]3)[C:5]([N+:19]([O-:21])=[O:20])=[CH:4][N:3]=1.[CH3:22][N:23]1[CH2:28][CH2:27][CH:26]([N:29]2[CH:33]=[C:32]([NH2:34])[CH:31]=[N:30]2)[CH2:25][CH2:24]1.CCN(C(C)C)C(C)C. The catalyst is O1CCOCC1. The product is [CH3:22][N:23]1[CH2:24][CH2:25][CH:26]([N:29]2[CH:33]=[C:32]([NH:34][C:2]3[N:7]=[C:6]([NH:8][C:9]4[CH:10]=[C:11]5[C:16](=[CH:17][CH:18]=4)[N:15]=[CH:14][CH:13]=[CH:12]5)[C:5]([N+:19]([O-:21])=[O:20])=[CH:4][N:3]=3)[CH:31]=[N:30]2)[CH2:27][CH2:28]1. The yield is 0.670. (6) The reactants are [CH2:1]([OH:13])[CH2:2][CH2:3][CH2:4][CH2:5][CH2:6][CH2:7]/[CH:8]=[CH:9]\[CH2:10][CH2:11]C.[CH2:14]=[CH:15][CH2:16][CH2:17][CH2:18][CH2:19][CH3:20].[CH2:21]1[CH2:25]OC[CH2:22]1. No catalyst specified. The product is [CH3:14][CH2:15][CH2:16][CH2:17][CH2:18]/[CH:19]=[CH:20]\[CH2:22][CH2:21][CH2:25][CH:1]([OH:13])[CH2:2][CH2:3][CH2:4][CH2:5][CH2:6][CH2:7][CH2:8][CH2:9][CH2:10][CH3:11]. The yield is 0.700.